This data is from Reaction yield outcomes from USPTO patents with 853,638 reactions. The task is: Predict the reaction yield, written as a fraction of the theoretical maximum amount of product (1.0 means a 100% yield; for example, 0.34 means a 34% yield). (1) The reactants are [H-].[Na+].[CH3:3][C:4]1[O:8][N:7]=[C:6]([C:9]2[CH:14]=[CH:13][CH:12]=[CH:11][CH:10]=2)[C:5]=1[CH2:15][OH:16].F[C:18]1[CH:23]=[CH:22][CH:21]=[C:20]([CH3:24])[N:19]=1.[Cl-].[Na+]. The catalyst is C1COCC1. The product is [CH3:24][C:20]1[CH:21]=[CH:22][CH:23]=[C:18]([O:16][CH2:15][C:5]2[C:6]([C:9]3[CH:14]=[CH:13][CH:12]=[CH:11][CH:10]=3)=[N:7][O:8][C:4]=2[CH3:3])[N:19]=1. The yield is 0.480. (2) The yield is 0.580. The reactants are Cl[C:2](=[CH2:5])[C:3]#[N:4].Cl.[CH:7]([NH:10][NH2:11])([CH3:9])[CH3:8].C(=O)([O-])[O-].[K+].[K+]. The product is [CH3:8][CH:7]([N:10]1[CH:5]=[CH:2][C:3]([NH2:4])=[N:11]1)[CH3:9]. The catalyst is O. (3) The reactants are [CH3:1][C:2]1[CH:6]=[C:5]([N+:7]([O-:9])=[O:8])[NH:4][N:3]=1.S(Cl)([Cl:13])(=O)=O. The catalyst is C(Cl)(Cl)Cl.CN(C=O)C. The product is [Cl:13][C:6]1[C:2]([CH3:1])=[N:3][NH:4][C:5]=1[N+:7]([O-:9])=[O:8]. The yield is 0.920. (4) The reactants are [Cl:1][C:2]1[CH:3]=[CH:4][C:5]([CH:24]=[O:25])=[C:6]2[C:10]=1[N:9]=[C:8]1[N:11]([C:15]3[C:16]([CH3:23])=[N:17][C:18]([O:21][CH3:22])=[CH:19][CH:20]=3)[CH2:12][CH2:13][CH2:14][N:7]21.C[Si](C)(C)[C:28]([F:31])([F:30])[F:29].[F-].C([N+](CCCC)(CCCC)CCCC)CCC.Cl. The catalyst is O1CCCC1. The product is [Cl:1][C:2]1[C:10]2[N:9]=[C:8]3[N:11]([C:15]4[C:16]([CH3:23])=[N:17][C:18]([O:21][CH3:22])=[CH:19][CH:20]=4)[CH2:12][CH2:13][CH2:14][N:7]3[C:6]=2[C:5]([CH:24]([OH:25])[C:28]([F:31])([F:30])[F:29])=[CH:4][CH:3]=1. The yield is 0.940. (5) The reactants are [CH2:1]([O:8][C:9]1[CH:10]=[CH:11][C:12]([O:26][CH:27]([CH3:29])[CH3:28])=[C:13]([C:15]2[NH:25][C:18]3=[N:19][C:20]([CH2:23]Cl)=[CH:21][CH:22]=[C:17]3[N:16]=2)[CH:14]=1)[C:2]1[CH:7]=[CH:6][CH:5]=[CH:4][CH:3]=1.[C-:30]#[N:31].[K+].O. The catalyst is CN(C)C=O. The product is [CH2:1]([O:8][C:9]1[CH:10]=[CH:11][C:12]([O:26][CH:27]([CH3:29])[CH3:28])=[C:13]([C:15]2[NH:25][C:18]3=[N:19][C:20]([CH2:23][C:30]#[N:31])=[CH:21][CH:22]=[C:17]3[N:16]=2)[CH:14]=1)[C:2]1[CH:7]=[CH:6][CH:5]=[CH:4][CH:3]=1. The yield is 0.520. (6) The reactants are [Cl-:1].[C:2]([C:5]1[C:14](=[O:15])[C:13]2[C:12]([N+]#N)=[C:11]3[O:18]C[O:20][C:10]3=[CH:9][C:8]=2[N:7]([CH2:21][CH3:22])[N:6]=1)([OH:4])=[O:3].S(=O)(=O)(O)O. The catalyst is O. The product is [Cl:1][C:12]1[C:11]([OH:18])=[C:10]([OH:20])[CH:9]=[C:8]2[C:13]=1[C:14](=[O:15])[C:5]([C:2]([OH:4])=[O:3])=[N:6][N:7]2[CH2:21][CH3:22]. The yield is 0.900. (7) The reactants are [CH3:1][O:2][C:3]1[C:8]([NH2:9])=[CH:7][CH:6]=[C:5]([O:10][CH2:11][CH2:12][N:13]2[CH2:17][CH2:16][CH2:15][CH2:14]2)[N:4]=1.[F:18][CH2:19][CH2:20][CH2:21][C:22]1[CH:27]=[CH:26][C:25]([S:28](Cl)(=[O:30])=[O:29])=[CH:24][CH:23]=1. The catalyst is N1C=CC=CC=1. The product is [F:18][CH2:19][CH2:20][CH2:21][C:22]1[CH:27]=[CH:26][C:25]([S:28]([NH:9][C:8]2[C:3]([O:2][CH3:1])=[N:4][C:5]([O:10][CH2:11][CH2:12][N:13]3[CH2:17][CH2:16][CH2:15][CH2:14]3)=[CH:6][CH:7]=2)(=[O:30])=[O:29])=[CH:24][CH:23]=1. The yield is 0.0540.